Dataset: Full USPTO retrosynthesis dataset with 1.9M reactions from patents (1976-2016). Task: Predict the reactants needed to synthesize the given product. (1) Given the product [Cl:37][C:38]1[CH:43]=[C:42]([C:2]2[CH:3]=[C:4]3[C:9](=[CH:10][CH:11]=2)[N:8]=[CH:7][C:6]([C:12]([CH:14]2[CH2:15][CH2:16]2)=[O:13])=[C:5]3[NH:17][C:18]2[CH:23]=[N:22][C:21]([N:24]3[CH2:29][CH2:28][NH:27][CH2:26][CH2:25]3)=[CH:20][CH:19]=2)[CH:41]=[C:40]([F:53])[C:39]=1[OH:54], predict the reactants needed to synthesize it. The reactants are: Br[C:2]1[CH:3]=[C:4]2[C:9](=[CH:10][CH:11]=1)[N:8]=[CH:7][C:6]([C:12]([CH:14]1[CH2:16][CH2:15]1)=[O:13])=[C:5]2[NH:17][C:18]1[CH:19]=[CH:20][C:21]([N:24]2[CH2:29][CH2:28][N:27](C(OC(C)(C)C)=O)[CH2:26][CH2:25]2)=[N:22][CH:23]=1.[Cl:37][C:38]1[CH:43]=[C:42](B2OC(C)(C)C(C)(C)O2)[CH:41]=[C:40]([F:53])[C:39]=1[OH:54]. (2) Given the product [CH3:17][NH:16][C:7]1[N:8]=[C:9]([NH:12][CH2:13][CH2:14][CH3:15])[C:10]2[N:11]=[C:2]([NH:22][CH2:23][CH2:24][OH:25])[N:3]=[C:4]([NH:18][CH2:19][CH2:20][CH3:21])[C:5]=2[N:6]=1, predict the reactants needed to synthesize it. The reactants are: Cl[C:2]1[N:3]=[C:4]([NH:18][CH2:19][CH2:20][CH3:21])[C:5]2[N:6]=[C:7]([NH:16][CH3:17])[N:8]=[C:9]([NH:12][CH2:13][CH2:14][CH3:15])[C:10]=2[N:11]=1.[NH2:22][CH2:23][CH2:24][OH:25]. (3) Given the product [N:11]1[CH:12]=[CH:13][CH:14]=[CH:15][C:10]=1[C:8]([NH:7][C:1]1[CH:2]=[CH:3][C:4]([S:17]([Cl:16])(=[O:19])=[O:18])=[CH:5][CH:6]=1)=[O:9], predict the reactants needed to synthesize it. The reactants are: [C:1]1([NH:7][C:8]([C:10]2[CH:15]=[CH:14][CH:13]=[CH:12][N:11]=2)=[O:9])[CH:6]=[CH:5][CH:4]=[CH:3][CH:2]=1.[Cl:16][S:17](O)(=[O:19])=[O:18].